This data is from NCI-60 drug combinations with 297,098 pairs across 59 cell lines. The task is: Regression. Given two drug SMILES strings and cell line genomic features, predict the synergy score measuring deviation from expected non-interaction effect. (1) Drug 1: CC=C1C(=O)NC(C(=O)OC2CC(=O)NC(C(=O)NC(CSSCCC=C2)C(=O)N1)C(C)C)C(C)C. Drug 2: CN1C2=C(C=C(C=C2)N(CCCl)CCCl)N=C1CCCC(=O)O.Cl. Cell line: SK-OV-3. Synergy scores: CSS=23.1, Synergy_ZIP=-1.34, Synergy_Bliss=-1.64, Synergy_Loewe=-54.7, Synergy_HSA=-1.14. (2) Drug 1: CC1CCC2CC(C(=CC=CC=CC(CC(C(=O)C(C(C(=CC(C(=O)CC(OC(=O)C3CCCCN3C(=O)C(=O)C1(O2)O)C(C)CC4CCC(C(C4)OC)OCCO)C)C)O)OC)C)C)C)OC. Drug 2: C1CN1C2=NC(=NC(=N2)N3CC3)N4CC4. Cell line: MDA-MB-231. Synergy scores: CSS=25.5, Synergy_ZIP=-5.05, Synergy_Bliss=-0.565, Synergy_Loewe=1.14, Synergy_HSA=1.42. (3) Drug 1: CN1C(=O)N2C=NC(=C2N=N1)C(=O)N. Drug 2: CC1C(C(CC(O1)OC2CC(CC3=C2C(=C4C(=C3O)C(=O)C5=CC=CC=C5C4=O)O)(C(=O)C)O)N)O. Cell line: NCIH23. Synergy scores: CSS=32.6, Synergy_ZIP=-2.35, Synergy_Bliss=-3.63, Synergy_Loewe=-15.3, Synergy_HSA=-2.18. (4) Drug 1: C1CCN(CC1)CCOC2=CC=C(C=C2)C(=O)C3=C(SC4=C3C=CC(=C4)O)C5=CC=C(C=C5)O. Drug 2: CC1C(C(CC(O1)OC2CC(CC3=C2C(=C4C(=C3O)C(=O)C5=C(C4=O)C(=CC=C5)OC)O)(C(=O)C)O)N)O.Cl. Cell line: OVCAR3. Synergy scores: CSS=25.2, Synergy_ZIP=-0.863, Synergy_Bliss=5.18, Synergy_Loewe=-6.36, Synergy_HSA=3.54. (5) Drug 1: CCC1=CC2CC(C3=C(CN(C2)C1)C4=CC=CC=C4N3)(C5=C(C=C6C(=C5)C78CCN9C7C(C=CC9)(C(C(C8N6C)(C(=O)OC)O)OC(=O)C)CC)OC)C(=O)OC.C(C(C(=O)O)O)(C(=O)O)O. Drug 2: C1=CN(C=N1)CC(O)(P(=O)(O)O)P(=O)(O)O. Cell line: RPMI-8226. Synergy scores: CSS=21.2, Synergy_ZIP=-1.75, Synergy_Bliss=-3.49, Synergy_Loewe=-46.9, Synergy_HSA=-5.26.